Dataset: Full USPTO retrosynthesis dataset with 1.9M reactions from patents (1976-2016). Task: Predict the reactants needed to synthesize the given product. (1) Given the product [C:1]([C:3]1[CH:4]=[C:5]([C:13]2[S:14][C:15]([C:18]3[C:19]([CH2:32][CH3:33])=[C:20]([CH2:24][N:25]([CH3:31])[CH2:26][C:27]([OH:29])=[O:28])[CH:21]=[CH:22][CH:23]=3)=[CH:16][N:17]=2)[CH:6]=[CH:7][C:8]=1[O:9][CH:10]([CH3:12])[CH3:11])#[N:2], predict the reactants needed to synthesize it. The reactants are: [C:1]([C:3]1[CH:4]=[C:5]([C:13]2[S:14][C:15]([C:18]3[C:19]([CH2:32][CH3:33])=[C:20]([CH2:24][N:25]([CH3:31])[CH2:26][C:27]([O:29]C)=[O:28])[CH:21]=[CH:22][CH:23]=3)=[CH:16][N:17]=2)[CH:6]=[CH:7][C:8]=1[O:9][CH:10]([CH3:12])[CH3:11])#[N:2].[OH-].[Na+]. (2) Given the product [CH3:18][C:19]([S@:22](/[N:24]=[CH:16]/[C:4]1[CH:3]=[C:2]([CH3:1])[C:7]([O:8][CH2:9][C:10]([F:15])([F:14])[CH:11]([F:13])[F:12])=[CH:6][N:5]=1)=[O:23])([CH3:21])[CH3:20], predict the reactants needed to synthesize it. The reactants are: [CH3:1][C:2]1[C:7]([O:8][CH2:9][C:10]([F:15])([F:14])[CH:11]([F:13])[F:12])=[CH:6][N:5]=[C:4]([CH:16]=O)[CH:3]=1.[CH3:18][C:19]([S@:22]([NH2:24])=[O:23])([CH3:21])[CH3:20].